From a dataset of Forward reaction prediction with 1.9M reactions from USPTO patents (1976-2016). Predict the product of the given reaction. (1) The product is: [N+:1]([C:4]1[CH:9]=[C:8]([N+:10]([O-:12])=[O:11])[CH:7]=[CH:6][C:5]=1/[N:13]=[N:14]/[C:15]1[C:21]([O:22][CH2:23][CH:24]([CH2:29][CH3:30])[CH2:25][CH2:26][CH2:27][CH3:28])=[CH:20][C:18](/[N:19]=[N:82]/[C:68]2[CH:69]=[CH:70][C:65]([N:64]([CH2:52][CH2:53][CH2:54][CH2:55][CH2:56][CH2:57][CH2:58][CH2:59][CH2:60][CH2:61][CH2:62][CH3:63])[CH2:72][CH2:73][CH:74]([CH3:80])[CH2:75][C:76]([CH3:78])([CH3:77])[CH3:79])=[CH:66][C:67]=2[CH3:71])=[C:17]([O:31][CH2:32][CH:33]([CH2:38][CH3:39])[CH2:34][CH2:35][CH2:36][CH3:37])[CH:16]=1)([O-:3])=[O:2]. Given the reactants [N+:1]([C:4]1[CH:9]=[C:8]([N+:10]([O-:12])=[O:11])[CH:7]=[CH:6][C:5]=1[N:13]=[N:14][C:15]1[C:21]([O:22][CH2:23][CH:24]([CH2:29][CH3:30])[CH2:25][CH2:26][CH2:27][CH3:28])=[CH:20][C:18]([NH2:19])=[C:17]([O:31][CH2:32][CH:33]([CH2:38][CH3:39])[CH2:34][CH2:35][CH2:36][CH3:37])[CH:16]=1)([O-:3])=[O:2].N(OS(=O)(=O)O)=O.S(=O)(=O)(O)O.[CH2:52]([N:64]([CH2:72][CH2:73][CH:74]([CH3:80])[CH2:75][C:76]([CH3:79])([CH3:78])[CH3:77])[C:65]1[CH:70]=[CH:69][CH:68]=[C:67]([CH3:71])[CH:66]=1)[CH2:53][CH2:54][CH2:55][CH2:56][CH2:57][CH2:58][CH2:59][CH2:60][CH2:61][CH2:62][CH3:63].S(=O)(=O)(O)[NH2:82], predict the reaction product. (2) Given the reactants Cl[C:2]1[CH:7]=[C:6]([C:8]2[CH:17]=[CH:16][C:15]3[C:10](=[C:11]([C:18]([NH:20][C:21]4[S:22][CH:23]=[CH:24][N:25]=4)=[O:19])[CH:12]=[CH:13][CH:14]=3)[N:9]=2)[CH:5]=[CH:4][N:3]=1.[NH:26]1[CH2:29][CH2:28][CH2:27]1.[F-].[Cs+].CC([O-])(C)C.[K+], predict the reaction product. The product is: [N:26]1([C:2]2[CH:7]=[C:6]([C:8]3[CH:17]=[CH:16][C:15]4[C:10](=[C:11]([C:18]([NH:20][C:21]5[S:22][CH:23]=[CH:24][N:25]=5)=[O:19])[CH:12]=[CH:13][CH:14]=4)[N:9]=3)[CH:5]=[CH:4][N:3]=2)[CH2:29][CH2:28][CH2:27]1. (3) Given the reactants O1C(O)C[C@@H](C(C)C)C[CH:2]1[C@H]([C@@H]1[C@]2(C)[C@@H]([C@H]3[C@H](CC2)[C@]2(C)C(CC(O)CC2)CC3)C(=O)C1)C.[CH3:34][C@@:35]12[C:43](=[O:44])[CH2:42][CH2:41][C@H:40]1[C@@H:39]1[CH2:45][CH:46]=[C:47]3[CH2:52][C@@H:51]([OH:53])[CH2:50][CH2:49][C@:48]3([CH3:54])[C@H:38]1[CH2:37][CH2:36]2, predict the reaction product. The product is: [C:2].[C:34].[CH3:34][C@@:35]12[C:43](=[O:44])[CH2:42][CH2:41][C@H:40]1[C@@H:39]1[CH2:45][CH:46]=[C:47]3[CH2:52][C@@H:51]([OH:53])[CH2:50][CH2:49][C@:48]3([CH3:54])[C@H:38]1[CH2:37][CH2:36]2. (4) Given the reactants [C:1]1([CH:7]([C:17]2[CH:22]=[CH:21][CH:20]=[CH:19][CH:18]=2)[CH2:8][CH2:9][O:10][C:11](=[O:16])[CH2:12][C:13]([CH3:15])=O)[CH:6]=[CH:5][CH:4]=[CH:3][CH:2]=1.[C:23]([CH2:25][CH2:26][O:27][C:28](=[O:33])/[CH:29]=[C:30](\[NH2:32])/[CH3:31])#[N:24].[Cl:34][C:35]1[CH:36]=[C:37]([CH:40]=[CH:41][CH:42]=1)[CH:38]=O, predict the reaction product. The product is: [C:1]1([CH:7]([C:17]2[CH:22]=[CH:21][CH:20]=[CH:19][CH:18]=2)[CH2:8][CH2:9][O:10][C:11]([C:12]2[CH:38]([C:37]3[CH:40]=[CH:41][CH:42]=[C:35]([Cl:34])[CH:36]=3)[C:29]([C:28]([O:27][CH2:26][CH2:25][C:23]#[N:24])=[O:33])=[C:30]([CH3:31])[NH:32][C:13]=2[CH3:15])=[O:16])[CH:6]=[CH:5][CH:4]=[CH:3][CH:2]=1. (5) Given the reactants [N+:1]([C:4]1[CH:13]=[C:12]2[C:7]([C:8](=[O:14])[CH2:9][CH:10]=[N:11]2)=[CH:6][CH:5]=1)([O-:3])=[O:2].C(=O)([O-])[O-].[K+].[K+].Cl.Cl[CH2:23][CH2:24][CH2:25][N:26]([CH3:28])[CH3:27], predict the reaction product. The product is: [CH3:27][N:26]([CH3:28])[CH2:25][CH2:24][CH2:23][O:14][C:8]1[C:7]2[C:12](=[CH:13][C:4]([N+:1]([O-:3])=[O:2])=[CH:5][CH:6]=2)[N:11]=[CH:10][CH:9]=1. (6) Given the reactants [SH:1][C@H:2]1[CH2:6][N:5]([S:7]([CH3:10])(=[O:9])=[O:8])[C@H:4]([CH2:11][OH:12])[CH2:3]1.N1C=CC=CC=1.[C:19](OC(=O)C)(=[O:21])[CH3:20], predict the reaction product. The product is: [OH:12][CH2:11][C@H:4]1[N:5]([S:7]([CH3:10])(=[O:9])=[O:8])[CH2:6][C@H:2]([S:1][C:19](=[O:21])[CH3:20])[CH2:3]1. (7) Given the reactants [C:1]1([C:7]([C:12]2[CH:17]=[CH:16][CH:15]=[CH:14][CH:13]=2)([CH3:11])[C:8]([OH:10])=O)[CH:6]=[CH:5][CH:4]=[CH:3][CH:2]=1.[S:18]1[CH:22]=[CH:21][CH:20]=[C:19]1[CH2:23][NH2:24].C(N(CC)CC)C.CCN=C=NCCCN(C)C, predict the reaction product. The product is: [C:12]1([C:7]([C:1]2[CH:2]=[CH:3][CH:4]=[CH:5][CH:6]=2)([CH3:11])[C:8]([NH:24][CH2:23][C:19]2[S:18][CH:22]=[CH:21][CH:20]=2)=[O:10])[CH:17]=[CH:16][CH:15]=[CH:14][CH:13]=1.